This data is from Full USPTO retrosynthesis dataset with 1.9M reactions from patents (1976-2016). The task is: Predict the reactants needed to synthesize the given product. (1) Given the product [Cl:14][C:15]1[CH:16]=[C:17]([NH:18][C:2]2[N:7]=[CH:6][C:5]3[C:8](=[O:13])[O:9][C:10]([CH3:12])([CH3:11])[C:4]=3[CH:3]=2)[CH:19]=[CH:20][CH:21]=1, predict the reactants needed to synthesize it. The reactants are: Cl[C:2]1[N:7]=[CH:6][C:5]2[C:8](=[O:13])[O:9][C:10]([CH3:12])([CH3:11])[C:4]=2[CH:3]=1.[Cl:14][C:15]1[CH:16]=[C:17]([CH:19]=[CH:20][CH:21]=1)[NH2:18].CS(O)(=O)=O. (2) Given the product [CH3:6][O:5][C:3]([C:2]1[O:15][C:14]([C:13]2[CH:12]=[C:11]([CH3:10])[CH:19]=[CH:18][CH:17]=2)=[N:16][C:7]=1[CH3:9])=[O:4], predict the reactants needed to synthesize it. The reactants are: Cl[CH:2]([C:7]([CH3:9])=O)[C:3]([O:5][CH3:6])=[O:4].[CH3:10][C:11]1[CH:12]=[C:13]([CH:17]=[CH:18][CH:19]=1)[C:14]([NH2:16])=[O:15]. (3) Given the product [CH:26]1([CH2:31][O:1][C:2]2[C:7]3[C:8]([O:11][CH2:12][CH:13]4[CH2:14][CH2:15][N:16]([C:19]([O:21][C:22]([CH3:25])([CH3:24])[CH3:23])=[O:20])[CH2:17][CH2:18]4)=[N:9][O:10][C:6]=3[CH:5]=[CH:4][CH:3]=2)[CH2:30][CH2:29][CH2:28][CH2:27]1, predict the reactants needed to synthesize it. The reactants are: [OH:1][C:2]1[C:7]2[C:8]([O:11][CH2:12][CH:13]3[CH2:18][CH2:17][N:16]([C:19]([O:21][C:22]([CH3:25])([CH3:24])[CH3:23])=[O:20])[CH2:15][CH2:14]3)=[N:9][O:10][C:6]=2[CH:5]=[CH:4][CH:3]=1.[CH:26]1([CH2:31]O)[CH2:30][CH2:29][CH2:28][CH2:27]1.OCC1CCN(CC2(C(OC)=O)CCCC2)CC1. (4) Given the product [CH3:28][O:27][C:21]1[CH:20]=[C:19]([C:15]([C:11]2[CH:12]=[CH:13][CH:14]=[C:9]([OH:8])[CH:10]=2)=[CH:16][C:17]#[N:18])[CH:24]=[C:23]([O:25][CH3:26])[CH:22]=1, predict the reactants needed to synthesize it. The reactants are: C([O:8][C:9]1[CH:10]=[C:11]([C:15]([C:19]2[CH:24]=[C:23]([O:25][CH3:26])[CH:22]=[C:21]([O:27][CH3:28])[CH:20]=2)=[CH:16][C:17]#[N:18])[CH:12]=[CH:13][CH:14]=1)C1C=CC=CC=1.C1CCCCC=1. (5) Given the product [CH:4]1([C@@:10]([C:35]([OH:37])=[O:36])([CH3:34])[NH:11][C:12]([C:14]2[CH:19]=[CH:18][C:17]([F:20])=[CH:16][C:15]=2[NH:21][C:22]([NH:24][C:25]2[C:30]([CH3:31])=[CH:29][C:28]([CH3:32])=[CH:27][C:26]=2[CH3:33])=[O:23])=[O:13])[CH2:9][CH2:8][CH2:7][CH2:6][CH2:5]1, predict the reactants needed to synthesize it. The reactants are: O.[OH-].[Li+].[CH:4]1([C@@:10]([C:35]([O:37]C)=[O:36])([CH3:34])[NH:11][C:12]([C:14]2[CH:19]=[CH:18][C:17]([F:20])=[CH:16][C:15]=2[NH:21][C:22]([NH:24][C:25]2[C:30]([CH3:31])=[CH:29][C:28]([CH3:32])=[CH:27][C:26]=2[CH3:33])=[O:23])=[O:13])[CH2:9][CH2:8][CH2:7][CH2:6][CH2:5]1.CO.Cl. (6) Given the product [CH:10]1[C:11]2[CH:12]([CH2:14][O:15][C:16](=[O:17])[NH:18][CH:19]3[CH:27]4[C:28](=[O:35])[CH2:29][CH:30]([C:32](=[O:33])[NH:37][CH:42]5[C:41]6[C:1](=[CH:13][CH:57]=[CH:58][CH:59]=6)[CH2:2][CH2:3][CH2:4]5)[CH2:31][N:25]5[C:26]4=[C:22]([CH:23]=[CH:24]5)[CH2:21][CH2:20]3)[C:13]3[C:5](=[CH:4][CH:3]=[CH:2][CH:1]=3)[C:6]=2[CH:7]=[CH:8][CH:9]=1, predict the reactants needed to synthesize it. The reactants are: [CH:1]1[C:13]2[CH:12]([CH2:14][O:15][C:16]([NH:18][CH:19]3[CH:27]4[C:28](=[O:35])[CH2:29][CH:30]([C:32](O)=[O:33])[CH2:31][N:25]5[C:26]4=[C:22]([CH:23]=[CH:24]5)[CH2:21][CH2:20]3)=[O:17])[C:11]3[C:6](=[CH:7][CH:8]=[CH:9][CH:10]=3)[C:5]=2[CH:4]=[CH:3][CH:2]=1.C[N:37]1[CH2:42][CH2:41]OCC1.C(P1(=O)OP(CCC)(=O)OP([CH2:57][CH2:58][CH3:59])(=O)O1)CC. (7) Given the product [C:1]([O:5][C:6]([NH:8][CH:9]([C:11]1[NH:12][C:13]([C:21]2[CH:30]=[CH:29][CH:28]=[C:27]3[C:22]=2[N:23]=[C:24]([NH:32][C:33]2([CH3:36])[CH2:34][CH2:35]2)[C:25]([CH3:31])=[N:26]3)=[CH:14][C:15]=1[C:16]([OH:18])=[O:17])[CH3:10])=[O:7])([CH3:2])([CH3:3])[CH3:4], predict the reactants needed to synthesize it. The reactants are: [C:1]([O:5][C:6]([NH:8][C@H:9]([C:11]1[NH:12][C:13]([C:21]2[CH:30]=[CH:29][CH:28]=[C:27]3[C:22]=2[N:23]=[C:24]([NH:32][C:33]2([CH3:36])[CH2:35][CH2:34]2)[C:25]([CH3:31])=[N:26]3)=[CH:14][C:15]=1[C:16]([O:18]CC)=[O:17])[CH3:10])=[O:7])([CH3:4])([CH3:3])[CH3:2].O1CCOCC1.[Li+].[OH-]. (8) Given the product [CH3:5][O:6][C:7]1([O:32][CH3:33])[CH2:12][CH2:11][N:10]([C:13]2[CH:14]=[CH:15][C:16]([N:19]3[CH2:23][C@@H:22]([CH2:24][N:1]=[N+:2]=[N-:3])[O:21][C:20]3=[O:30])=[CH:17][CH:18]=2)[CH2:9][CH:8]1[F:31], predict the reactants needed to synthesize it. The reactants are: [N-:1]=[N+:2]=[N-:3].[Na+].[CH3:5][O:6][C:7]1([O:32][CH3:33])[CH2:12][CH2:11][N:10]([C:13]2[CH:18]=[CH:17][C:16]([N:19]3[CH2:23][C@@H:22]([CH2:24]CS([O-])(=O)=O)[O:21][C:20]3=[O:30])=[CH:15][CH:14]=2)[CH2:9][CH:8]1[F:31]. (9) Given the product [CH2:1]([O:3][C:4]1[N:5]=[CH:6][C:7]2[C:12]([C:13]=1[C:14]([OH:16])=[O:15])=[CH:11][CH:10]=[CH:9][CH:8]=2)[CH3:2], predict the reactants needed to synthesize it. The reactants are: [CH2:1]([O:3][C:4]1[N:5]=[CH:6][C:7]2[C:12]([C:13]=1[C:14]([O:16]CC)=[O:15])=[CH:11][CH:10]=[CH:9][CH:8]=2)[CH3:2].[OH-].[Na+].